Dataset: Full USPTO retrosynthesis dataset with 1.9M reactions from patents (1976-2016). Task: Predict the reactants needed to synthesize the given product. (1) Given the product [Cl:1][C:2]1[CH:3]=[CH:4][C:5]([OH:17])=[C:6]([B:8]2[O:12][C:11]([CH3:14])([CH3:13])[C:10]([CH3:16])([CH3:15])[O:9]2)[CH:7]=1, predict the reactants needed to synthesize it. The reactants are: [Cl:1][C:2]1[CH:3]=[CH:4][C:5]([O:17]CC2C=CC=CC=2)=[C:6]([B:8]2[O:12][C:11]([CH3:14])([CH3:13])[C:10]([CH3:16])([CH3:15])[O:9]2)[CH:7]=1. (2) Given the product [C:4]([O:8][C:9]([N:11]1[CH2:16][CH2:15][N:14]([C:1]#[N:2])[CH2:13][CH2:12]1)=[O:10])([CH3:7])([CH3:5])[CH3:6], predict the reactants needed to synthesize it. The reactants are: [C:1](Br)#[N:2].[C:4]([O:8][C:9]([N:11]1[CH2:16][CH2:15][NH:14][CH2:13][CH2:12]1)=[O:10])([CH3:7])([CH3:6])[CH3:5].CCN(C(C)C)C(C)C.O. (3) Given the product [N+:27]([C:5]1[CH:4]=[C:3]2[C:8]([CH2:9][CH2:10][C:11]3([C:2]2=[O:1])[CH2:16][CH2:15][N:14]([C:17]([O:19][CH2:20][CH3:21])=[O:18])[CH2:13][CH2:12]3)=[CH:7][CH:6]=1)([O-:29])=[O:28], predict the reactants needed to synthesize it. The reactants are: [O:1]=[C:2]1[C:11]2([CH2:16][CH2:15][N:14]([C:17]([O:19][CH2:20][CH3:21])=[O:18])[CH2:13][CH2:12]2)[CH2:10][CH2:9][C:8]2[C:3]1=[CH:4][CH:5]=[CH:6][CH:7]=2.S(=O)(=O)(O)O.[N+:27]([O-])([OH:29])=[O:28]. (4) The reactants are: [Cl:1][C:2]1[CH:9]=[C:8]([N:10]([CH2:16][C:17]2[CH:22]=[CH:21][CH:20]=[CH:19][C:18]=2[Cl:23])[C@H:11]2[CH2:15][CH2:14][NH:13][CH2:12]2)[CH:7]=[CH:6][C:3]=1[C:4]#[N:5].Br[CH2:25][CH2:26][O:27][CH3:28]. Given the product [Cl:1][C:2]1[CH:9]=[C:8]([N:10]([CH2:16][C:17]2[CH:22]=[CH:21][CH:20]=[CH:19][C:18]=2[Cl:23])[C@H:11]2[CH2:15][CH2:14][N:13]([CH2:25][CH2:26][O:27][CH3:28])[CH2:12]2)[CH:7]=[CH:6][C:3]=1[C:4]#[N:5], predict the reactants needed to synthesize it. (5) Given the product [CH2:1]([O:2][CH2:3][C:4]1[N:12]2[C:7]([CH:8]=[CH:9][CH:10]=[CH:11]2)=[CH:6][CH:5]=1)[CH3:13], predict the reactants needed to synthesize it. The reactants are: [CH3:1][O:2][CH2:3][C:4]1[N:12]2[C:7]([CH:8]=[CH:9][CH:10]=[CH:11]2)=[CH:6][CH:5]=1.[CH3:13][Si](C)(C)C#C/C=C\C1C=CC=CN=1.[F-].[K+]. (6) Given the product [N:1]1([CH:13]([C:16]2[CH:21]=[CH:20][C:19]([C:22]3[CH:27]=[CH:26][CH:25]=[C:24]([O:28][CH3:29])[CH:23]=3)=[CH:18][N:17]=2)[CH2:14][CH3:15])[CH:5]=[CH:4][N:3]=[CH:2]1, predict the reactants needed to synthesize it. The reactants are: [NH:1]1[CH:5]=[CH:4][N:3]=[CH:2]1.C(=O)([O-])[O-].[K+].[K+].Br[CH:13]([C:16]1[CH:21]=[CH:20][C:19]([C:22]2[CH:27]=[CH:26][CH:25]=[C:24]([O:28][CH3:29])[CH:23]=2)=[CH:18][N:17]=1)[CH2:14][CH3:15]. (7) Given the product [Cl:20][C:17]1[CH:18]=[CH:19][C:14]([CH:11]2[CH2:12][CH2:13][NH:8][CH2:9][C:10]2([CH3:22])[CH3:21])=[CH:15][CH:16]=1, predict the reactants needed to synthesize it. The reactants are: C([N:8]1[CH2:13][CH2:12][CH:11]([C:14]2[CH:19]=[CH:18][C:17]([Cl:20])=[CH:16][CH:15]=2)[C:10]([CH3:22])([CH3:21])[CH2:9]1)C1C=CC=CC=1.ClC(OC(Cl)C)=O. (8) Given the product [ClH:14].[CH3:1][N:2]([CH3:13])[C:3]1[CH:11]=[C:10]2[C:6]([CH2:7][CH2:8][CH:9]2[NH:12][C:15]2[NH:20][C:19](=[O:21])[NH:18][C:17](=[O:22])[CH:16]=2)=[CH:5][CH:4]=1, predict the reactants needed to synthesize it. The reactants are: [CH3:1][N:2]([CH3:13])[C:3]1[CH:11]=[C:10]2[C:6]([CH2:7][CH2:8][CH:9]2[NH2:12])=[CH:5][CH:4]=1.[Cl:14][C:15]1[NH:20][C:19](=[O:21])[NH:18][C:17](=[O:22])[CH:16]=1. (9) The reactants are: [NH2:1][C:2]1[N:13]=[C:12]([Cl:14])[CH:11]=[CH:10][C:3]=1[C:4](N(OC)C)=[O:5].Br[C:16]1[C:21]([F:22])=[CH:20][CH:19]=[CH:18][C:17]=1[F:23]. Given the product [NH2:1][C:2]1[C:3]([C:4]([C:16]2[C:21]([F:22])=[CH:20][CH:19]=[CH:18][C:17]=2[F:23])=[O:5])=[CH:10][CH:11]=[C:12]([Cl:14])[N:13]=1, predict the reactants needed to synthesize it. (10) The reactants are: [NH2:1][C:2]1[C:31](I)=[CH:30][C:5]([CH2:6][C@H:7]2[C@H:15]3[C@@H:11]([N:12]([CH2:17][C:18]4[CH:23]=[CH:22][CH:21]=[C:20]([C:24]([CH3:27])([CH3:26])[CH3:25])[CH:19]=4)C(=O)[O:14]3)[CH2:10][S:9](=[O:29])(=[O:28])[CH2:8]2)=[CH:4][C:3]=1[F:33].[NH:34]1[CH2:37][CH2:36][C:35]1=[O:38]. Given the product [NH2:1][C:2]1[C:3]([F:33])=[CH:4][C:5]([CH2:6][C@H:7]2[C@H:15]([OH:14])[C@@H:11]([NH:12][CH2:17][C:18]3[CH:23]=[CH:22][CH:21]=[C:20]([C:24]([CH3:27])([CH3:25])[CH3:26])[CH:19]=3)[CH2:10][S:9](=[O:28])(=[O:29])[CH2:8]2)=[CH:30][C:31]=1[N:34]1[CH2:37][CH2:36][C:35]1=[O:38], predict the reactants needed to synthesize it.